From a dataset of Catalyst prediction with 721,799 reactions and 888 catalyst types from USPTO. Predict which catalyst facilitates the given reaction. Reactant: C([O:3][C:4](=[O:38])[CH2:5][C:6]1([C:9]2[CH:14]=[CH:13][C:12]([C:15]3[CH:20]=[CH:19][C:18]([C:21]4[CH:26]=[CH:25][N:24]=[CH:23][C:22]=4[CH:27]([OH:37])[CH2:28][CH2:29][CH2:30][C:31]4[CH:36]=[CH:35][CH:34]=[CH:33][CH:32]=4)=[CH:17][CH:16]=3)=[CH:11][CH:10]=2)[CH2:8][CH2:7]1)C.CO.O.O.[OH-].[Li+]. Product: [OH:37][CH:27]([C:22]1[CH:23]=[N:24][CH:25]=[CH:26][C:21]=1[C:18]1[CH:19]=[CH:20][C:15]([C:12]2[CH:11]=[CH:10][C:9]([C:6]3([CH2:5][C:4]([OH:38])=[O:3])[CH2:8][CH2:7]3)=[CH:14][CH:13]=2)=[CH:16][CH:17]=1)[CH2:28][CH2:29][CH2:30][C:31]1[CH:32]=[CH:33][CH:34]=[CH:35][CH:36]=1. The catalyst class is: 1.